From a dataset of Catalyst prediction with 721,799 reactions and 888 catalyst types from USPTO. Predict which catalyst facilitates the given reaction. (1) Reactant: [F:1][C:2]([F:50])([F:49])[C:3]1[CH:4]=[C:5]([CH:42]=[C:43]([C:45]([F:48])([F:47])[F:46])[CH:44]=1)[CH2:6][N:7]([CH2:23][C:24]1[CH:29]=[C:28]([C:30]([F:33])([F:32])[F:31])[CH:27]=[CH:26][C:25]=1[N:34]([C:37]([O:39][CH2:40][CH3:41])=[O:38])[CH2:35][CH3:36])[C:8]1[N:13]=[CH:12][C:11]([O:14][CH2:15][CH2:16][CH2:17][C:18]([O:20]CC)=[O:19])=[CH:10][N:9]=1.[OH-].[Na+]. Product: [F:50][C:2]([F:1])([F:49])[C:3]1[CH:4]=[C:5]([CH:42]=[C:43]([C:45]([F:46])([F:47])[F:48])[CH:44]=1)[CH2:6][N:7]([CH2:23][C:24]1[CH:29]=[C:28]([C:30]([F:33])([F:32])[F:31])[CH:27]=[CH:26][C:25]=1[N:34]([C:37]([O:39][CH2:40][CH3:41])=[O:38])[CH2:35][CH3:36])[C:8]1[N:9]=[CH:10][C:11]([O:14][CH2:15][CH2:16][CH2:17][C:18]([OH:20])=[O:19])=[CH:12][N:13]=1. The catalyst class is: 8. (2) Reactant: Br[C:2]1[CH:3]=[C:4]([CH2:8][CH2:9][CH2:10][O:11][CH:12]2[CH2:17][CH2:16][CH2:15][CH2:14][O:13]2)[CH:5]=[CH:6][CH:7]=1.[Li]CCCC.CN(C)[CH:25]=[O:26]. Product: [O:13]1[CH2:14][CH2:15][CH2:16][CH2:17][CH:12]1[O:11][CH2:10][CH2:9][CH2:8][C:4]1[CH:3]=[C:2]([CH:7]=[CH:6][CH:5]=1)[CH:25]=[O:26]. The catalyst class is: 7. (3) Reactant: [C:1]1([C:35]2[CH:40]=[CH:39][CH:38]=[CH:37][CH:36]=2)[CH:6]=[CH:5][C:4]([C@@:7]2([S:30][CH2:31][CH2:32][CH2:33][CH3:34])[CH2:11][N:10]([C:12](=[O:26])[C@@H:13]([NH:18][C:19]([O:21][C:22]([CH3:25])([CH3:24])[CH3:23])=[O:20])[C:14]([CH3:17])([CH3:16])[CH3:15])[C@H:9]([C:27](O)=[O:28])[CH2:8]2)=[CH:3][CH:2]=1.[NH2:41][C@:42]1([C:49]([NH:51][S:52]([CH:55]2[CH2:57][CH2:56]2)(=[O:54])=[O:53])=[O:50])[CH2:44][C@H:43]1[CH2:45][CH:46]([F:48])[F:47].CN(C(ON1N=NC2C=CC=NC1=2)=[N+](C)C)C.F[P-](F)(F)(F)(F)F.C(N(CC)C(C)C)(C)C. Product: [C:1]1([C:35]2[CH:36]=[CH:37][CH:38]=[CH:39][CH:40]=2)[CH:6]=[CH:5][C:4]([C@@:7]2([S:30][CH2:31][CH2:32][CH2:33][CH3:34])[CH2:11][N:10]([C:12](=[O:26])[C@@H:13]([NH:18][C:19](=[O:20])[O:21][C:22]([CH3:25])([CH3:23])[CH3:24])[C:14]([CH3:17])([CH3:15])[CH3:16])[C@H:9]([C:27](=[O:28])[NH:41][C@:42]3([C:49](=[O:50])[NH:51][S:52]([CH:55]4[CH2:57][CH2:56]4)(=[O:53])=[O:54])[CH2:44][C@H:43]3[CH2:45][CH:46]([F:47])[F:48])[CH2:8]2)=[CH:3][CH:2]=1. The catalyst class is: 121. (4) Reactant: Cl[C:2]1[C:3]([N:12]2[CH:16]=[CH:15][CH:14]=[CH:13]2)=[CH:4][C:5]([N+:9]([O-:11])=[O:10])=[C:6]([NH2:8])[CH:7]=1.[CH3:17][O:18][CH2:19][CH2:20][OH:21].[OH-].[K+]. Product: [CH3:17][O:18][CH2:19][CH2:20][O:21][C:2]1[C:3]([N:12]2[CH:16]=[CH:15][CH:14]=[CH:13]2)=[CH:4][C:5]([N+:9]([O-:11])=[O:10])=[C:6]([NH2:8])[CH:7]=1. The catalyst class is: 16. (5) Reactant: C[O:2][C:3](=[O:29])[C@@H:4]([N:15]1[CH2:19][C:18]([O:20][C:21]2[CH:26]=[CH:25][CH:24]=[CH:23][C:22]=2[Cl:27])=[CH:17][C:16]1=[O:28])[CH2:5][CH2:6][O:7][Si:8]([C:11]([CH3:14])([CH3:13])[CH3:12])([CH3:10])[CH3:9].O1CCCC1.O.[OH-].[Li+]. Product: [C:11]([Si:8]([CH3:10])([CH3:9])[O:7][CH2:6][CH2:5][C@H:4]([N:15]1[CH2:19][C:18]([O:20][C:21]2[CH:26]=[CH:25][CH:24]=[CH:23][C:22]=2[Cl:27])=[CH:17][C:16]1=[O:28])[C:3]([OH:29])=[O:2])([CH3:13])([CH3:12])[CH3:14]. The catalyst class is: 6. (6) Reactant: [Cl:1][C:2]1[CH:19]=[C:18]([O:20][CH2:21][CH:22]=[C:23]([Cl:25])[Cl:24])[CH:17]=[C:16]([Cl:26])[C:3]=1[O:4][CH2:5][CH2:6][CH2:7][CH2:8][CH2:9][O:10][CH2:11][C:12](=[N:14][OH:15])[CH3:13].C(N(CC)CC)C.[C:34]1([CH3:44])[CH:39]=[CH:38][C:37]([S:40](Cl)(=[O:42])=[O:41])=[CH:36][CH:35]=1.Cl. Product: [C:34]1([CH3:44])[CH:39]=[CH:38][C:37]([S:40]([O:15][N:14]=[C:12]([CH2:11][O:10][CH2:9][CH2:8][CH2:7][CH2:6][CH2:5][O:4][C:3]2[C:2]([Cl:1])=[CH:19][C:18]([O:20][CH2:21][CH:22]=[C:23]([Cl:25])[Cl:24])=[CH:17][C:16]=2[Cl:26])[CH3:13])(=[O:42])=[O:41])=[CH:36][CH:35]=1. The catalyst class is: 7.